This data is from Merck oncology drug combination screen with 23,052 pairs across 39 cell lines. The task is: Regression. Given two drug SMILES strings and cell line genomic features, predict the synergy score measuring deviation from expected non-interaction effect. (1) Drug 1: CC(C)CC(NC(=O)C(Cc1ccccc1)NC(=O)c1cnccn1)B(O)O. Drug 2: CC1(c2nc3c(C(N)=O)cccc3[nH]2)CCCN1. Cell line: COLO320DM. Synergy scores: synergy=-13.6. (2) Drug 1: N#Cc1ccc(Cn2cncc2CN2CCN(c3cccc(Cl)c3)C(=O)C2)cc1. Drug 2: Cn1cc(-c2cnn3c(N)c(Br)c(C4CCCNC4)nc23)cn1. Cell line: SKMES1. Synergy scores: synergy=-4.93. (3) Synergy scores: synergy=25.1. Cell line: SW837. Drug 1: CCC1(O)CC2CN(CCc3c([nH]c4ccccc34)C(C(=O)OC)(c3cc4c(cc3OC)N(C)C3C(O)(C(=O)OC)C(OC(C)=O)C5(CC)C=CCN6CCC43C65)C2)C1. Drug 2: Cn1c(=O)n(-c2ccc(C(C)(C)C#N)cc2)c2c3cc(-c4cnc5ccccc5c4)ccc3ncc21. (4) Drug 1: O=S1(=O)NC2(CN1CC(F)(F)F)C1CCC2Cc2cc(C=CCN3CCC(C(F)(F)F)CC3)ccc2C1. Drug 2: CN(C)C(=N)N=C(N)N. Cell line: SW620. Synergy scores: synergy=4.59. (5) Drug 1: O=c1[nH]cc(F)c(=O)[nH]1. Drug 2: Cn1cc(-c2cnn3c(N)c(Br)c(C4CCCNC4)nc23)cn1. Cell line: EFM192B. Synergy scores: synergy=8.81. (6) Drug 1: O=P1(N(CCCl)CCCl)NCCCO1. Drug 2: NC(=O)c1cccc2cn(-c3ccc(C4CCCNC4)cc3)nc12. Cell line: HT144. Synergy scores: synergy=-0.399.